Task: Predict the reaction yield, written as a fraction of the theoretical maximum amount of product (1.0 means a 100% yield; for example, 0.34 means a 34% yield).. Dataset: Reaction yield outcomes from USPTO patents with 853,638 reactions (1) The reactants are CO[C:3]1[C:8]2[CH:9]=[N:10][S:11][C:7]=2[CH:6]=[CH:5][CH:4]=1.FC1C(OC)=CC=CC=1[CH:15]=[O:16].[S].[NH4+].[OH-]. The catalyst is COCCO. The product is [CH3:15][O:16][C:6]1[C:7]2[S:11][N:10]=[CH:9][C:8]=2[CH:3]=[CH:4][CH:5]=1. The yield is 0.140. (2) The reactants are [H-].[Na+].[N:3]1[CH:8]=[CH:7][CH:6]=[C:5]([CH2:9][OH:10])[CH:4]=1.Br[CH2:12][C:13]([O:15][CH2:16][CH3:17])=[O:14]. The catalyst is CN(C=O)C. The product is [N:3]1[CH:8]=[CH:7][CH:6]=[C:5]([CH2:9][O:10][CH2:12][C:13]([O:15][CH2:16][CH3:17])=[O:14])[CH:4]=1. The yield is 0.668.